Dataset: Reaction yield outcomes from USPTO patents with 853,638 reactions. Task: Predict the reaction yield, written as a fraction of the theoretical maximum amount of product (1.0 means a 100% yield; for example, 0.34 means a 34% yield). (1) The reactants are [CH2:1]([N:3]1[C:12]2[C:7](=[N:8][CH:9]=[C:10]([CH2:13][C:14]3[CH:19]=[CH:18][C:17]([F:20])=[CH:16][CH:15]=3)[CH:11]=2)[C:6]([OH:21])=[C:5]([C:22](OCC)=[O:23])[C:4]1=[O:27])[CH3:2].[NH2:28][CH2:29][CH2:30][N:31]1[CH2:35][CH2:34][NH:33][C:32]1=[O:36]. No catalyst specified. The product is [CH2:1]([N:3]1[C:12]2[C:7](=[N:8][CH:9]=[C:10]([CH2:13][C:14]3[CH:15]=[CH:16][C:17]([F:20])=[CH:18][CH:19]=3)[CH:11]=2)[C:6]([OH:21])=[C:5]([C:22]([NH:28][CH2:29][CH2:30][N:31]2[CH2:35][CH2:34][NH:33][C:32]2=[O:36])=[O:23])[C:4]1=[O:27])[CH3:2]. The yield is 0.350. (2) The reactants are [OH:1][C@@:2]1([C:9]#[C:10][C:11]2[CH:12]=[C:13]([C:17]3[C:18]4[N:19]([CH:26]=[CH:27][N:28]=4)[CH:20]=[C:21]([C:23]([O-])=[O:24])[N:22]=3)[CH:14]=[CH:15][CH:16]=2)[CH2:6][CH2:5][N:4]([CH3:7])[C:3]1=[O:8].[NH3:29]. No catalyst specified. The product is [OH:1][C@@:2]1([C:9]#[C:10][C:11]2[CH:12]=[C:13]([C:17]3[C:18]4[N:19]([CH:26]=[CH:27][N:28]=4)[CH:20]=[C:21]([C:23]([NH2:29])=[O:24])[N:22]=3)[CH:14]=[CH:15][CH:16]=2)[CH2:6][CH2:5][N:4]([CH3:7])[C:3]1=[O:8]. The yield is 0.410. (3) The reactants are [O:1]1CCO[CH:2]1[C:6]1[CH:11]=[CH:10][C:9]([NH:12][C:13]([CH2:15][CH2:16][CH2:17][CH2:18][N:19]([CH3:46])[C:20]([CH2:22][CH2:23][N:24]2[CH2:29][CH2:28][CH:27]([O:30][C:31](=[O:45])[NH:32][C:33]3[CH:38]=[CH:37][CH:36]=[CH:35][C:34]=3[C:39]3[CH:44]=[CH:43][CH:42]=[CH:41][CH:40]=3)[CH2:26][CH2:25]2)=[O:21])=[O:14])=[CH:8][CH:7]=1. The catalyst is Cl.C(#N)C. The product is [CH:2]([C:6]1[CH:11]=[CH:10][C:9]([NH:12][C:13]([CH2:15][CH2:16][CH2:17][CH2:18][N:19]([CH3:46])[C:20]([CH2:22][CH2:23][N:24]2[CH2:25][CH2:26][CH:27]([O:30][C:31](=[O:45])[NH:32][C:33]3[CH:38]=[CH:37][CH:36]=[CH:35][C:34]=3[C:39]3[CH:44]=[CH:43][CH:42]=[CH:41][CH:40]=3)[CH2:28][CH2:29]2)=[O:21])=[O:14])=[CH:8][CH:7]=1)=[O:1]. The yield is 1.00.